This data is from Full USPTO retrosynthesis dataset with 1.9M reactions from patents (1976-2016). The task is: Predict the reactants needed to synthesize the given product. (1) Given the product [CH3:23][O:22][C:20](=[O:21])[C:19]1[CH:24]=[CH:25][CH:26]=[CH:27][C:18]=1[CH2:17][N:3]1[C:4](=[O:15])[C:5]2[C@@H:6]3[C:11]([CH3:12])([CH3:13])[C@@:9]([CH3:14])([CH2:8][CH2:7]3)[C:10]=2[N:2]1[CH3:1], predict the reactants needed to synthesize it. The reactants are: [CH3:1][N:2]1[C:10]2[C@@:9]3([CH3:14])[C:11]([CH3:13])([CH3:12])[C@H:6]([CH2:7][CH2:8]3)[C:5]=2[C:4](=[O:15])[NH:3]1.Br[CH2:17][C:18]1[CH:27]=[CH:26][CH:25]=[CH:24][C:19]=1[C:20]([O:22][CH3:23])=[O:21]. (2) The reactants are: [Br:1][C:2]1[CH:11]=[CH:10][C:9]([S:12](Cl)(=[O:14])=[O:13])=[C:8]2[C:3]=1[CH:4]=[CH:5][N:6]=[CH:7]2.[F:16][C:17]([F:22])([F:21])[C@@H:18]([NH2:20])[CH3:19]. Given the product [Br:1][C:2]1[CH:11]=[CH:10][C:9]([S:12]([NH:20][C@@H:18]([CH3:19])[C:17]([F:22])([F:21])[F:16])(=[O:14])=[O:13])=[C:8]2[C:3]=1[CH:4]=[CH:5][N:6]=[CH:7]2, predict the reactants needed to synthesize it.